This data is from Reaction yield outcomes from USPTO patents with 853,638 reactions. The task is: Predict the reaction yield, written as a fraction of the theoretical maximum amount of product (1.0 means a 100% yield; for example, 0.34 means a 34% yield). (1) The reactants are [O:1]1[CH:5]=[CH:4][CH:3]=[C:2]1[C:6](Cl)=[O:7].[CH3:9][N:10]1[C:19]2[C:14](=[CH:15][C:16]([CH3:20])=[CH:17][CH:18]=2)[C:13]([N:21]2[CH2:26][CH2:25][NH:24][CH2:23][CH2:22]2)=[C:12]([C:27]#[N:28])[C:11]1=[O:29]. The catalyst is N1C=CC=CC=1. The product is [O:1]1[CH:5]=[CH:4][CH:3]=[C:2]1[C:6]([N:24]1[CH2:25][CH2:26][N:21]([C:13]2[C:14]3[C:19](=[CH:18][CH:17]=[C:16]([CH3:20])[CH:15]=3)[N:10]([CH3:9])[C:11](=[O:29])[C:12]=2[C:27]#[N:28])[CH2:22][CH2:23]1)=[O:7]. The yield is 0.590. (2) The reactants are [CH:1]1([C@H:7]([NH:12][C:13]([C:15]2[CH:20]=[C:19]([F:21])[C:18]([F:22])=[CH:17][C:16]=2[N+:23]([O-])=O)=[O:14])[C:8]([O:10][CH3:11])=[O:9])[CH2:6][CH2:5][CH2:4][CH2:3][CH2:2]1. The catalyst is [Pd].C(O)C. The product is [NH2:23][C:16]1[CH:17]=[C:18]([F:22])[C:19]([F:21])=[CH:20][C:15]=1[C:13]([NH:12][C@@H:7]([CH:1]1[CH2:6][CH2:5][CH2:4][CH2:3][CH2:2]1)[C:8]([O:10][CH3:11])=[O:9])=[O:14]. The yield is 0.430. (3) The reactants are Cl[C:2]1[N:7]=[C:6]([NH:8][C:9]2[CH:13]=[C:12]([CH:14]3[CH2:16][CH2:15]3)[NH:11][N:10]=2)[CH:5]=[CH:4][N:3]=1.CC1(C)C(C)(C)OB([C:25]2[CH:30]=[CH:29][C:28]([CH2:31][C:32]#[N:33])=[CH:27][CH:26]=2)O1.C([O-])([O-])=O.[Na+].[Na+].O1CCOCC1. The catalyst is O. The product is [CH:14]1([C:12]2[NH:11][N:10]=[C:9]([NH:8][C:6]3[CH:5]=[CH:4][N:3]=[C:2]([C:25]4[CH:30]=[CH:29][C:28]([CH2:31][C:32]#[N:33])=[CH:27][CH:26]=4)[N:7]=3)[CH:13]=2)[CH2:16][CH2:15]1. The yield is 0.100. (4) The reactants are [Br:1][C:2]1[CH:3]=[CH:4][C:5]([CH2:8][OH:9])=[N:6][CH:7]=1.[CH3:10][S:11](Cl)(=[O:13])=[O:12]. The catalyst is ClCCl. The product is [CH3:10][S:11]([O:9][CH2:8][C:5]1[CH:4]=[CH:3][C:2]([Br:1])=[CH:7][N:6]=1)(=[O:13])=[O:12]. The yield is 0.710. (5) The reactants are [OH-].[K+].[O:3]1[C@H:5]([C:6]([O:8]CC)=[O:7])[C@H:4]1[C:11]([O:13][CH2:14][CH3:15])=[O:12]. The product is [CH2:14]([O:13][C:11]([C@H:4]1[O:3][C@@H:5]1[C:6]([OH:8])=[O:7])=[O:12])[CH3:15]. The yield is 0.869. The catalyst is CCO. (6) The catalyst is CN(C1C=CN=CC=1)C. The reactants are C([O:5][C:6]([NH:8][CH2:9][C:10]1[O:14][N:13]=[C:12]([C@@H:15]2[CH2:19][C:18](=[N:20][O:21][CH3:22])[CH2:17][N:16]2[C:23]([C:25]2[CH:30]=[CH:29][C:28]([C:31]3[CH:36]=[CH:35][CH:34]=[CH:33][CH:32]=3)=[CH:27][CH:26]=2)=[O:24])[N:11]=1)=O)(C)(C)C.C(O)(C(F)(F)F)=O.C(Cl)Cl.C(=O)([O-])[O-].[Na+].[Na+].[N:53]1([CH2:59][CH2:60]C(O)=O)[CH2:58][CH2:57][CH2:56][CH2:55][CH2:54]1.C(Cl)CCl. The product is [C:28]1([C:31]2[CH:32]=[CH:33][CH:34]=[CH:35][CH:36]=2)[CH:27]=[CH:26][C:25]([C:23]([N:16]2[CH2:17][C:18](=[N:20][O:21][CH3:22])[CH2:19][C@H:15]2[C:12]2[N:11]=[C:10]([CH2:9][NH:8][C:6](=[O:5])[CH2:60][CH2:59][N:53]3[CH2:58][CH2:57][CH2:56][CH2:55][CH2:54]3)[O:14][N:13]=2)=[O:24])=[CH:30][CH:29]=1. The yield is 0.500.